From a dataset of Full USPTO retrosynthesis dataset with 1.9M reactions from patents (1976-2016). Predict the reactants needed to synthesize the given product. (1) Given the product [CH3:1][O:2][C:3]([C:5]1[CH:9]=[C:8]([C:11]2[CH:16]=[CH:15][CH:14]=[CH:13][CH:12]=2)[S:7][CH:6]=1)=[O:4], predict the reactants needed to synthesize it. The reactants are: [CH3:1][O:2][C:3]([C:5]1[CH:9]=[C:8](Br)[S:7][CH:6]=1)=[O:4].[C:11]1(B(O)O)[CH:16]=[CH:15][CH:14]=[CH:13][CH:12]=1.C(=O)([O-])[O-].[K+].[K+]. (2) Given the product [ClH:28].[NH2:20][C:16]1[CH:15]=[C:14]([NH:13][C:11](=[O:12])[CH2:10][C:6]2[CH:7]=[CH:8][CH:9]=[C:4]([N+:1]([O-:3])=[O:2])[CH:5]=2)[CH:19]=[CH:18][CH:17]=1, predict the reactants needed to synthesize it. The reactants are: [N+:1]([C:4]1[CH:5]=[C:6]([CH2:10][C:11]([NH:13][C:14]2[CH:15]=[C:16]([NH:20]C(=O)OC(C)(C)C)[CH:17]=[CH:18][CH:19]=2)=[O:12])[CH:7]=[CH:8][CH:9]=1)([O-:3])=[O:2].[ClH:28]. (3) Given the product [O:14]1[CH2:19][CH2:18][CH:17]([N:6]2[CH2:7][CH2:8][C:3]3([CH:1]([C:9]([O:11][CH2:12][CH3:13])=[O:10])[CH2:2]3)[CH2:4][CH2:5]2)[CH2:16][CH2:15]1, predict the reactants needed to synthesize it. The reactants are: [CH:1]1([C:9]([O:11][CH2:12][CH3:13])=[O:10])[C:3]2([CH2:8][CH2:7][NH:6][CH2:5][CH2:4]2)[CH2:2]1.[O:14]1[CH2:19][CH2:18][C:17](=O)[CH2:16][CH2:15]1.C(O[BH-](OC(=O)C)OC(=O)C)(=O)C.[Na+].